This data is from Full USPTO retrosynthesis dataset with 1.9M reactions from patents (1976-2016). The task is: Predict the reactants needed to synthesize the given product. (1) The reactants are: [Na].[OH:2][CH2:3][CH:4]1[O:9][CH2:8][CH2:7][N:6]([C:10]2[N:11]=[C:12]([CH2:17][C:18]([OH:20])=O)[NH:13][C:14](=[O:16])[CH:15]=2)[CH2:5]1.[F:21][C:22]1[CH:30]=[CH:29][CH:28]=[C:27]2[C:23]=1[CH2:24][CH2:25][NH:26]2.Cl.CN(C)CCCN=C=NCC. Given the product [F:21][C:22]1[CH:30]=[CH:29][CH:28]=[C:27]2[C:23]=1[CH2:24][CH2:25][N:26]2[C:18](=[O:20])[CH2:17][C:12]1[NH:13][C:14](=[O:16])[CH:15]=[C:10]([N:6]2[CH2:7][CH2:8][O:9][CH:4]([CH2:3][OH:2])[CH2:5]2)[N:11]=1, predict the reactants needed to synthesize it. (2) Given the product [N:1]1[CH:6]=[CH:5][CH:4]=[CH:3][C:2]=1[C:7]1[N:8]=[C:15]([CH2:14][CH2:13][C:12]([OH:17])=[O:11])[NH:10][N:9]=1, predict the reactants needed to synthesize it. The reactants are: [N:1]1[CH:6]=[CH:5][CH:4]=[CH:3][C:2]=1[C:7](=[N:9][NH2:10])[NH2:8].[O:11]1[C:15](=O)[CH2:14][CH2:13][C:12]1=[O:17]. (3) Given the product [F:1][C:2]1[CH:3]=[CH:4][C:5]2[N:9]=[C:8]([CH3:10])[N:7]([C:11]3[N:16]=[C:15]([NH:17][C:18]4[CH:19]=[CH:20][C:21]([C:24]([F:26])([F:27])[F:25])=[CH:22][CH:23]=4)[N:14]=[C:13]([NH:28][P:40](=[O:45])([O:43][CH3:44])[O:41][CH3:42])[CH:12]=3)[C:6]=2[CH:29]=1, predict the reactants needed to synthesize it. The reactants are: [F:1][C:2]1[CH:3]=[CH:4][C:5]2[N:9]=[C:8]([CH3:10])[N:7]([C:11]3[N:16]=[C:15]([NH:17][C:18]4[CH:23]=[CH:22][C:21]([C:24]([F:27])([F:26])[F:25])=[CH:20][CH:19]=4)[N:14]=[C:13]([NH2:28])[CH:12]=3)[C:6]=2[CH:29]=1.C[Si]([N-][Si](C)(C)C)(C)C.[Na+].[P:40](Cl)(=[O:45])([O:43][CH3:44])[O:41][CH3:42]. (4) The reactants are: C(C(C)=O)C.O.[C:7]([C:9]1[CH:14]=[CH:13][CH:12]=[CH:11][C:10]=1[C:15]1[C:16](=[O:33])[N:17]([C:27]2[CH:32]=[CH:31][CH:30]=[CH:29][CH:28]=2)[CH:18]=[C:19]([C:21]2[CH:26]=[CH:25][CH:24]=[CH:23][N:22]=2)[CH:20]=1)#[N:8].[C:34]([OH:42])(=[O:41])[C:35]1[CH:40]=[CH:39][CH:38]=[CH:37][CH:36]=1. Given the product [C:34]([OH:42])(=[O:41])[C:35]1[CH:40]=[CH:39][CH:38]=[CH:37][CH:36]=1.[C:7]([C:9]1[CH:14]=[CH:13][CH:12]=[CH:11][C:10]=1[C:15]1[C:16](=[O:33])[N:17]([C:27]2[CH:32]=[CH:31][CH:30]=[CH:29][CH:28]=2)[CH:18]=[C:19]([C:21]2[CH:26]=[CH:25][CH:24]=[CH:23][N:22]=2)[CH:20]=1)#[N:8], predict the reactants needed to synthesize it. (5) Given the product [F:19][C:16]([F:17])([F:18])[C:13]1[N:11]2[N:12]=[C:7]([N:1]3[CH2:2][CH2:3][N:4]([CH2:24][C:23]4[CH:26]=[CH:27][CH:28]=[CH:29][C:22]=4[C:21]([F:20])([F:30])[F:31])[CH2:5][CH2:6]3)[CH:8]=[CH:9][C:10]2=[N:15][N:14]=1, predict the reactants needed to synthesize it. The reactants are: [N:1]1([C:7]2[CH:8]=[CH:9][C:10]3[N:11]([C:13]([C:16]([F:19])([F:18])[F:17])=[N:14][N:15]=3)[N:12]=2)[CH2:6][CH2:5][NH:4][CH2:3][CH2:2]1.[F:20][C:21]([F:31])([F:30])[C:22]1[CH:29]=[CH:28][CH:27]=[CH:26][C:23]=1[CH:24]=O. (6) Given the product [Cl:24][C:25]1[N:30]=[C:29]([NH:1][C:2]2[CH:3]=[C:4]([CH2:8][CH2:9][C:10]3[N:15]=[C:14]([NH:16][C:17](=[O:23])[O:18][C:19]([CH3:20])([CH3:22])[CH3:21])[CH:13]=[CH:12][CH:11]=3)[CH:5]=[CH:6][CH:7]=2)[C:28]([Cl:32])=[CH:27][N:26]=1, predict the reactants needed to synthesize it. The reactants are: [NH2:1][C:2]1[CH:3]=[C:4]([CH2:8][CH2:9][C:10]2[N:15]=[C:14]([NH:16][C:17](=[O:23])[O:18][C:19]([CH3:22])([CH3:21])[CH3:20])[CH:13]=[CH:12][CH:11]=2)[CH:5]=[CH:6][CH:7]=1.[Cl:24][C:25]1[N:30]=[C:29](Cl)[C:28]([Cl:32])=[CH:27][N:26]=1.C(=O)([O-])[O-].[K+].[K+]. (7) Given the product [OH:8][CH2:7][C@@H:6]([NH:5][C:3](=[O:4])[CH2:2][N:23]1[CH:22]=[C:21]([N+:18]([O-:20])=[O:19])[CH:25]=[N:24]1)[CH3:9], predict the reactants needed to synthesize it. The reactants are: Cl[CH2:2][C:3]([NH:5][C@@H:6]([CH3:9])[CH2:7][OH:8])=[O:4].[I-].[K+].C(=O)([O-])[O-].[Cs+].[Cs+].[N+:18]([C:21]1[CH:22]=[N:23][NH:24][CH:25]=1)([O-:20])=[O:19].